From a dataset of Peptide-MHC class I binding affinity with 185,985 pairs from IEDB/IMGT. Regression. Given a peptide amino acid sequence and an MHC pseudo amino acid sequence, predict their binding affinity value. This is MHC class I binding data. The peptide sequence is YCNYTKFWYV. The MHC is HLA-A02:02 with pseudo-sequence HLA-A02:02. The binding affinity (normalized) is 0.466.